Dataset: Catalyst prediction with 721,799 reactions and 888 catalyst types from USPTO. Task: Predict which catalyst facilitates the given reaction. (1) Reactant: C([Si](C)(C)[O:6][CH2:7][CH2:8][CH2:9][O:10][NH:11][C:12](=[O:29])[C:13]1[CH:18]=[CH:17][C:16]([F:19])=[CH:15][C:14]=1[NH:20][C:21]1[CH:26]=[CH:25][C:24]([I:27])=[CH:23][C:22]=1[CH3:28])(C)(C)C.OS(O)(=O)=O.C([O-])(O)=O.[Na+].O. Product: [F:19][C:16]1[CH:17]=[CH:18][C:13]([C:12]([NH:11][O:10][CH2:9][CH2:8][CH2:7][OH:6])=[O:29])=[C:14]([NH:20][C:21]2[CH:26]=[CH:25][C:24]([I:27])=[CH:23][C:22]=2[CH3:28])[CH:15]=1. The catalyst class is: 5. (2) The catalyst class is: 112. Reactant: [CH2:1]([O:5][C:6]1[CH:11]=[C:10]([CH2:12][CH2:13][C:14]([O:16][CH3:17])=[O:15])[CH:9]=[CH:8][C:7]=1[C:18]1[CH:23]=[CH:22][CH:21]=[C:20]([CH2:24][NH:25][CH3:26])[CH:19]=1)[CH2:2][CH2:3][CH3:4].[C:27](Cl)(=[O:33])[CH2:28][CH2:29][CH2:30][CH2:31][CH3:32].C(N(CC)CC)C.Cl. Product: [CH2:1]([O:5][C:6]1[CH:11]=[C:10]([CH2:12][CH2:13][C:14]([O:16][CH3:17])=[O:15])[CH:9]=[CH:8][C:7]=1[C:18]1[CH:23]=[CH:22][CH:21]=[C:20]([CH2:24][N:25]([C:27](=[O:33])[CH2:28][CH2:29][CH2:30][CH2:31][CH3:32])[CH3:26])[CH:19]=1)[CH2:2][CH2:3][CH3:4]. (3) Reactant: [Cl:1][C:2]1[CH:8]=[CH:7][CH:6]=[CH:5][C:3]=1[NH2:4].C[Al](C)C.C1(C)C=CC=CC=1.[Cl:20][C:21]1[C:26]([CH2:27][CH2:28][C:29](OC)=[O:30])=[C:25]([C:33]2[CH:38]=[CH:37][CH:36]=[CH:35][C:34]=2[Cl:39])[CH:24]=[C:23]([Cl:40])[N:22]=1.Cl. Product: [Cl:1][C:2]1[CH:8]=[CH:7][CH:6]=[CH:5][C:3]=1[NH:4][C:29](=[O:30])[CH2:28][CH2:27][C:26]1[C:21]([Cl:20])=[N:22][C:23]([Cl:40])=[CH:24][C:25]=1[C:33]1[CH:38]=[CH:37][CH:36]=[CH:35][C:34]=1[Cl:39]. The catalyst class is: 46.